Dataset: Peptide-MHC class II binding affinity with 134,281 pairs from IEDB. Task: Regression. Given a peptide amino acid sequence and an MHC pseudo amino acid sequence, predict their binding affinity value. This is MHC class II binding data. (1) The peptide sequence is VGTMVMELIRMIKRG. The MHC is DRB1_0405 with pseudo-sequence DRB1_0405. The binding affinity (normalized) is 0.298. (2) The peptide sequence is GQLQIVDKIDAAFKI. The MHC is DRB1_0101 with pseudo-sequence DRB1_0101. The binding affinity (normalized) is 0.635. (3) The peptide sequence is VSGAAVVSGFVVASL. The MHC is DRB5_0101 with pseudo-sequence DRB5_0101. The binding affinity (normalized) is 0.227. (4) The peptide sequence is KNPLKFDNTYFTELL. The MHC is HLA-DQA10102-DQB10602 with pseudo-sequence HLA-DQA10102-DQB10602. The binding affinity (normalized) is 0.259. (5) The peptide sequence is AQNGVRAMSSLGSSL. The MHC is DRB1_0405 with pseudo-sequence DRB1_0405. The binding affinity (normalized) is 0.463. (6) The peptide sequence is DDVLAILPIEDLKAL. The MHC is HLA-DPA10201-DPB10101 with pseudo-sequence HLA-DPA10201-DPB10101. The binding affinity (normalized) is 0.691. (7) The peptide sequence is AAATAGTTVYGAFHA. The MHC is HLA-DQA10401-DQB10402 with pseudo-sequence HLA-DQA10401-DQB10402. The binding affinity (normalized) is 0.375.